Dataset: Forward reaction prediction with 1.9M reactions from USPTO patents (1976-2016). Task: Predict the product of the given reaction. Given the reactants Cl[C:2]1[CH:3]=[C:4]([CH:27]=[CH:28][N:29]=1)[C:5]([NH:7][C:8]1[C:17]2[C:12](=[CH:13][CH:14]=[CH:15][CH:16]=2)[C:11]([O:18][CH2:19][CH2:20][N:21]2[CH2:26][CH2:25][O:24][CH2:23][CH2:22]2)=[CH:10][CH:9]=1)=[O:6].[NH:30]1[CH2:34][CH2:33][CH2:32][CH2:31]1, predict the reaction product. The product is: [N:21]1([CH2:20][CH2:19][O:18][C:11]2[C:12]3[C:17](=[CH:16][CH:15]=[CH:14][CH:13]=3)[C:8]([NH:7][C:5](=[O:6])[C:4]3[CH:27]=[CH:28][N:29]=[C:2]([N:30]4[CH2:34][CH2:33][CH2:32][CH2:31]4)[CH:3]=3)=[CH:9][CH:10]=2)[CH2:26][CH2:25][O:24][CH2:23][CH2:22]1.